This data is from Full USPTO retrosynthesis dataset with 1.9M reactions from patents (1976-2016). The task is: Predict the reactants needed to synthesize the given product. The reactants are: C(S)C.[H-].[Na+].[H][H].[S:8]([CH2:18][C@@H:19]1[C@@H:25]([C:26]2[CH:31]=[CH:30][C:29]([Cl:32])=[C:28]([Cl:33])[CH:27]=2)[CH2:24][C@H:23]2[N:34]([CH3:35])[C@@H:20]1[CH2:21][CH2:22]2)([C:11]1C=CC(C)=C[CH:12]=1)(=O)=O. Given the product [CH2:11]([S:8][CH2:18][C@@H:19]1[C@@H:25]([C:26]2[CH:31]=[CH:30][C:29]([Cl:32])=[C:28]([Cl:33])[CH:27]=2)[CH2:24][C@H:23]2[N:34]([CH3:35])[C@@H:20]1[CH2:21][CH2:22]2)[CH3:12], predict the reactants needed to synthesize it.